From a dataset of Reaction yield outcomes from USPTO patents with 853,638 reactions. Predict the reaction yield, written as a fraction of the theoretical maximum amount of product (1.0 means a 100% yield; for example, 0.34 means a 34% yield). (1) The reactants are [Si:1]([O:8][CH2:9][CH2:10][N:11]([C@H:19]1[C:27]2[C:22](=[C:23]([C:28]#[N:29])[CH:24]=[CH:25][CH:26]=2)[CH2:21][CH2:20]1)[C:12](=[O:18])[O:13][C:14]([CH3:17])([CH3:16])[CH3:15])([C:4]([CH3:7])([CH3:6])[CH3:5])([CH3:3])[CH3:2].Cl.[NH2:31][OH:32].C([O-])([O-])=O.[Na+].[Na+]. The catalyst is CCO. The product is [Si:1]([O:8][CH2:9][CH2:10][N:11]([C@H:19]1[C:27]2[C:22](=[C:23]([C:28](=[NH:29])[NH:31][OH:32])[CH:24]=[CH:25][CH:26]=2)[CH2:21][CH2:20]1)[C:12](=[O:18])[O:13][C:14]([CH3:17])([CH3:16])[CH3:15])([C:4]([CH3:5])([CH3:6])[CH3:7])([CH3:3])[CH3:2]. The yield is 1.00. (2) The reactants are [NH2:1][C:2]1[C:10]([Br:11])=[CH:9][CH:8]=[CH:7][C:3]=1[C:4]([OH:6])=O.N1[CH:16]=[CH:15]N=C1.C(Cl)(=O)C.Cl.[NH2:22][CH:23]1[CH2:28][CH2:27][C:26](=[O:29])[NH:25][C:24]1=[O:30].P(OC1C=CC=CC=1)(OC1C=CC=CC=1)OC1C=CC=CC=1. The catalyst is C(#N)C.O. The product is [Br:11][C:10]1[CH:9]=[CH:8][CH:7]=[C:3]2[C:2]=1[N:1]=[C:15]([CH3:16])[N:22]([CH:23]1[CH2:28][CH2:27][C:26](=[O:29])[NH:25][C:24]1=[O:30])[C:4]2=[O:6]. The yield is 0.210. (3) The reactants are [NH2:1][C:2]1[CH:7]=[C:6]([C:8]2[S:12][C:11]([CH2:13][C:14]([O:16]CC)=[O:15])=[N:10][C:9]=2[C:19]2[CH:24]=[CH:23][CH:22]=[C:21]([CH3:25])[CH:20]=2)[CH:5]=[CH:4][N:3]=1.[OH-].[Na+].Cl. The catalyst is C(O)C. The product is [NH2:1][C:2]1[CH:7]=[C:6]([C:8]2[S:12][C:11]([CH2:13][C:14]([OH:16])=[O:15])=[N:10][C:9]=2[C:19]2[CH:24]=[CH:23][CH:22]=[C:21]([CH3:25])[CH:20]=2)[CH:5]=[CH:4][N:3]=1. The yield is 0.950. (4) The reactants are Br[C:2]1[CH:3]=[CH:4][C:5]2[O:11][CH2:10][CH2:9][N:8]3[CH:12]=[C:13]([C:15]4[N:19]([C:20]5[CH:25]=[CH:24][CH:23]=[CH:22][C:21]=5[Cl:26])[N:18]=[C:17]([NH2:27])[N:16]=4)[N:14]=[C:7]3[C:6]=2[CH:28]=1.[Cl:29][C:30]1[CH:35]=[CH:34][C:33](B(O)O)=[CH:32][CH:31]=1.C([O-])([O-])=O.[Cs+].[Cs+].O. The catalyst is O1CCOCC1.C1C=CC(P(C2C=CC=CC=2)[C-]2C=CC=C2)=CC=1.C1C=CC(P(C2C=CC=CC=2)[C-]2C=CC=C2)=CC=1.Cl[Pd]Cl.[Fe+2]. The product is [Cl:26][C:21]1[CH:22]=[CH:23][CH:24]=[CH:25][C:20]=1[N:19]1[C:15]([C:13]2[N:14]=[C:7]3[C:6]4[CH:28]=[C:2]([C:33]5[CH:34]=[CH:35][C:30]([Cl:29])=[CH:31][CH:32]=5)[CH:3]=[CH:4][C:5]=4[O:11][CH2:10][CH2:9][N:8]3[CH:12]=2)=[N:16][C:17]([NH2:27])=[N:18]1. The yield is 0.422. (5) The catalyst is C1COCC1.O. The reactants are [CH3:1][O:2][CH2:3][CH2:4][CH2:5][C:6]([O:8][CH3:9])=[O:7].[Li+].C[Si]([N-][Si](C)(C)C)(C)C.Cl[Si](C)(C)C.BrN1C(=O)CCC1=O.C(=O)([O-])[O-].[K+].[K+].[NH:39]1[CH:43]=[CH:42][CH:41]=[N:40]1. The product is [CH3:1][O:2][CH2:3][CH2:4][CH:5]([N:39]1[CH:43]=[CH:42][CH:41]=[N:40]1)[C:6]([O:8][CH3:9])=[O:7]. The yield is 0.130. (6) The reactants are [F:1][C:2]1[CH:13]=[C:12]([F:14])[CH:11]=[CH:10][C:3]=1[CH2:4][C@H:5]([CH2:8][CH3:9])[CH2:6][OH:7].C(N(CC)CC)C.[CH3:22][S:23](Cl)(=[O:25])=[O:24]. The catalyst is ClCCl. The product is [F:1][C:2]1[CH:13]=[C:12]([F:14])[CH:11]=[CH:10][C:3]=1[CH2:4][C@H:5]([CH2:8][CH3:9])[CH2:6][O:7][S:23]([CH3:22])(=[O:25])=[O:24]. The yield is 0.950. (7) The reactants are Cl.[CH2:2]([O:9][C:10]1[CH:15]=[CH:14][C:13]([NH:16][C:17]2[C:26]3[C:21](=[CH:22][C:23]([F:28])=[C:24](I)[CH:25]=3)[N:20]=[CH:19][N:18]=2)=[CH:12][CH:11]=1)[C:3]1[CH:8]=[CH:7][CH:6]=[CH:5][CH:4]=1.[O:29]1[CH2:33][CH2:32][O:31][CH:30]1[C:34]1[O:38][C:37]([Sn](CCCC)(CCCC)CCCC)=[CH:36][CH:35]=1.C(N(C(C)C)CC)(C)C. The catalyst is CN(C=O)C. The product is [CH2:2]([O:9][C:10]1[CH:15]=[CH:14][C:13]([NH:16][C:17]2[C:26]3[C:21](=[CH:22][C:23]([F:28])=[C:24]([C:37]4[O:38][C:34]([CH:30]5[O:31][CH2:32][CH2:33][O:29]5)=[CH:35][CH:36]=4)[CH:25]=3)[N:20]=[CH:19][N:18]=2)=[CH:12][CH:11]=1)[C:3]1[CH:8]=[CH:7][CH:6]=[CH:5][CH:4]=1. The yield is 0.590.